From a dataset of Experimentally validated miRNA-target interactions with 360,000+ pairs, plus equal number of negative samples. Binary Classification. Given a miRNA mature sequence and a target amino acid sequence, predict their likelihood of interaction. (1) The miRNA is hsa-miR-4717-5p with sequence UAGGCCACAGCCACCCAUGUGU. The protein sequence of the target gene is MEGTPPGAAPSSALAAVLKHSSALPPESAQVQGYDFNRGVDYHALLDAYRTTGFQATNFGRAVQQVNAMIEKKLEPLAVDEDHHADLTQSRRPLTGCTIFLGYTSNLISSGIRETIRYLVQHNMVDVLVTTAGGVEEDLIKCLAPTYLGEFSLRGKELRESGINRIGNLLVPNDNYCKFEDWLMPILDQMVLEQNTEGVKWTPSKMISRLGKEINNPDSVYYWAHKNHIPVLSPALTDGSLGDMIFFHSYKNPGLVLDIVEDLRLINTQAIFAKRSGMIILGGGVVKHHIANANLMRNGA.... Result: 0 (no interaction). (2) The miRNA is hsa-miR-4703-3p with sequence UGUAGUUGUAUUGUAUUGCCAC. The protein sequence of the target gene is MATPDVSVHMEEVVVVTTPDTAVDGSGVEEVKTVLVTTNLAPHGGDLTEDNMETENAAAAAAAAFTASSQLKEAVLVKMAEEGENLEAEIVYPITCGDSRANLIWRKFVCPGINVKCVQYDEHVISPKEFVHLAGKSTLKDWKRAIRMNGIMLRKIMDSGELDFYQHDKVCSNTCRSTKIDLSGARVSLSSPTSTEYIPLTPAAADVNGSPATITIETCEDPGDWTTTIGDDTFAFWRGLKDAGLLDEVIQEFQQELEETMKGLQQRVQDPPLQLRDAVLLNNIVQNFGMLDLVKKVLAS.... Result: 0 (no interaction). (3) The miRNA is hsa-miR-5588-3p with sequence AAGUCCCACUAAUGCCAGC. The protein sequence of the target gene is MKVKIKCWNGVATWLWVANDENCGICRMAFNGCCPDCKVPGDDCPLVWGQCSHCFHMHCILKWLHAQQVQQHCPMCRQEWKFKE. Result: 0 (no interaction). (4) The miRNA is hsa-miR-6847-5p with sequence ACAGAGGACAGUGGAGUGUGAGC. The protein sequence of the target gene is MRRLLEPCWWILFLKITSSVLHYVVCFPALTEGYVGTLQESRQDSSVQIRRRKASGDPYWAYSGAYGPEHWVTSSVSCGGSHQSPIDILDHHARVGDEYQELQLDGFDNESSNKTWMKNTGKTVAILLKDDYFVSGAGLPGRFKAEKVEFHWGHSNGSAGSEHSVNGRRFPVEMQIFFYNPDDFDSFQTAISENRIIGAMAIFFQVSPRDNSALDPIIHGLKGVVHHEKETFLDPFILRDLLPASLGSYYRYTGSLTTPPCSEIVEWIVFRRPVPISYHQLEAFYSIFTTEQQDHVKSVE.... Result: 0 (no interaction).